Dataset: Forward reaction prediction with 1.9M reactions from USPTO patents (1976-2016). Task: Predict the product of the given reaction. (1) Given the reactants [CH3:1][C:2]1[CH:3]=[C:4]([CH:7]=[CH:8][C:9]=1[O:10][CH2:11][CH2:12][CH2:13][N:14]1[CH2:19][CH2:18][N:17]([CH3:20])[CH2:16][CH2:15]1)[CH:5]=O.[CH3:21][C:22]1[C:27]([CH3:28])=[CH:26][CH:25]=[C:24]([NH2:29])[C:23]=1[NH2:30], predict the reaction product. The product is: [CH3:21][C:22]1[C:23]2[N:30]=[C:5]([C:4]3[CH:7]=[CH:8][C:9]([O:10][CH2:11][CH2:12][CH2:13][N:14]4[CH2:19][CH2:18][N:17]([CH3:20])[CH2:16][CH2:15]4)=[C:2]([CH3:1])[CH:3]=3)[NH:29][C:24]=2[CH:25]=[CH:26][C:27]=1[CH3:28]. (2) Given the reactants [OH:1][CH2:2][CH:3]([S:6][C:7]([CH3:27])([CH3:26])[C:8]([C:16]1[CH:21]=[CH:20][C:19]([C:22]([F:25])([F:24])[F:23])=[CH:18][CH:17]=1)([OH:15])[CH2:9][N:10]1[CH:14]=[N:13][CH:12]=[N:11]1)[CH2:4][OH:5].[F:28][C:29]([F:41])([F:40])[C:30]1[CH:39]=[CH:38][C:33](/[CH:34]=[CH:35]/[CH:36]=O)=[CH:32][CH:31]=1, predict the reaction product. The product is: [CH3:26][C:7]([S:6][C@@H:3]1[CH2:4][O:5][C@@H:36](/[CH:35]=[CH:34]/[C:33]2[CH:38]=[CH:39][C:30]([C:29]([F:28])([F:40])[F:41])=[CH:31][CH:32]=2)[O:1][CH2:2]1)([CH3:27])[C:8]([C:16]1[CH:17]=[CH:18][C:19]([C:22]([F:24])([F:23])[F:25])=[CH:20][CH:21]=1)([OH:15])[CH2:9][N:10]1[CH:14]=[N:13][CH:12]=[N:11]1. (3) Given the reactants [CH3:1][O:2][C:3]1[CH:4]=[C:5]([CH:7]=[C:8]([O:10][CH2:11][CH2:12][CH2:13][N:14]2[CH2:19][CH2:18][O:17][CH2:16][CH2:15]2)[CH:9]=1)[NH2:6].[C:20]([C:24]1[CH:28]=[C:27]([NH:29][C:30]([NH:32][C:33]2[CH:38]=[CH:37][C:36]([O:39][C:40]3[CH:45]=[CH:44][N:43]=[C:42](Cl)[N:41]=3)=[C:35]([Cl:47])[C:34]=2[Cl:48])=[O:31])[N:26]([C:49]2[CH:54]=[CH:53][C:52]([CH3:55])=[CH:51][CH:50]=2)[N:25]=1)([CH3:23])([CH3:22])[CH3:21].C([O-])(O)=O.[Na+], predict the reaction product. The product is: [C:20]([C:24]1[CH:28]=[C:27]([NH:29][C:30]([NH:32][C:33]2[CH:38]=[CH:37][C:36]([O:39][C:40]3[CH:45]=[CH:44][N:43]=[C:42]([NH:6][C:5]4[CH:7]=[C:8]([O:10][CH2:11][CH2:12][CH2:13][N:14]5[CH2:15][CH2:16][O:17][CH2:18][CH2:19]5)[CH:9]=[C:3]([O:2][CH3:1])[CH:4]=4)[N:41]=3)=[C:35]([Cl:47])[C:34]=2[Cl:48])=[O:31])[N:26]([C:49]2[CH:54]=[CH:53][C:52]([CH3:55])=[CH:51][CH:50]=2)[N:25]=1)([CH3:23])([CH3:22])[CH3:21]. (4) Given the reactants [NH2:1][C:2]1[CH:13]=[CH:12][C:5]2[C:6](=O)[NH:7][CH2:8][CH2:9][CH2:10][C:4]=2[CH:3]=1.[H-].[H-].[H-].[H-].[Li+].[Al+3].O, predict the reaction product. The product is: [CH2:6]1[C:5]2[CH:12]=[CH:13][C:2]([NH2:1])=[CH:3][C:4]=2[CH2:10][CH2:9][CH2:8][NH:7]1. (5) The product is: [C:3]([C:7]1[CH:8]=[CH:9][C:10]([O:13][C:15]2[CH:20]=[CH:19][C:18]([N+:21]([O-:23])=[O:22])=[CH:17][CH:16]=2)=[CH:11][CH:12]=1)([CH3:6])([CH3:4])[CH3:5]. Given the reactants [H-].[Na+].[C:3]([C:7]1[CH:12]=[CH:11][C:10]([OH:13])=[CH:9][CH:8]=1)([CH3:6])([CH3:5])[CH3:4].Cl[C:15]1[CH:20]=[CH:19][C:18]([N+:21]([O-:23])=[O:22])=[CH:17][CH:16]=1, predict the reaction product. (6) Given the reactants [F:1][C:2]1[CH:11]=[C:10]2[C:5]([CH:6]=[CH:7][NH:8][C:9]2=O)=[CH:4][C:3]=1[C:13]#[N:14].O=P(Cl)(Cl)[Cl:17], predict the reaction product. The product is: [Cl:17][C:9]1[C:10]2[C:5](=[CH:4][C:3]([C:13]#[N:14])=[C:2]([F:1])[CH:11]=2)[CH:6]=[CH:7][N:8]=1. (7) Given the reactants [NH2:1][CH2:2][CH2:3][CH2:4][O:5][C:6]1[CH:7]=[C:8]([NH2:12])[CH:9]=[CH:10][CH:11]=1.[O:13]=[C:14]([OH:26])[C@@H:15]([C@H:17]([C@H:19]([C@@H:21]([C:23]([OH:25])=[O:24])[OH:22])[OH:20])[OH:18])[OH:16].O, predict the reaction product. The product is: [O:13]=[C:14]([OH:26])[C@@H:15]([C@H:17]([C@H:19]([C@@H:21]([C:23]([OH:25])=[O:24])[OH:22])[OH:20])[OH:18])[OH:16].[NH2:1][CH2:2][CH2:3][CH2:4][O:5][C:6]1[CH:7]=[C:8]([NH2:12])[CH:9]=[CH:10][CH:11]=1.[NH2:1][CH2:2][CH2:3][CH2:4][O:5][C:6]1[CH:7]=[C:8]([NH2:12])[CH:9]=[CH:10][CH:11]=1. (8) Given the reactants C1(P(C2C=CC=CC=2)C2C=CC=CC=2)C=CC=CC=1.BrN1C(=O)CCC1=O.[Cl:28][C:29]1[CH:30]=[C:31]([CH:39]([CH2:43][CH:44]2[CH2:48][CH2:47][CH2:46][CH2:45]2)[C:40]([OH:42])=O)[CH:32]=[CH:33][C:34]=1[S:35]([CH3:38])(=[O:37])=[O:36].[NH2:49][C:50]1[O:51][C:52]2[CH:58]=[CH:57][CH:56]=[CH:55][C:53]=2[N:54]=1.N1C=CC=CC=1, predict the reaction product. The product is: [O:51]1[C:52]2[CH:58]=[CH:57][CH:56]=[CH:55][C:53]=2[N:54]=[C:50]1[NH:49][C:40](=[O:42])[CH:39]([C:31]1[CH:32]=[CH:33][C:34]([S:35]([CH3:38])(=[O:36])=[O:37])=[C:29]([Cl:28])[CH:30]=1)[CH2:43][CH:44]1[CH2:48][CH2:47][CH2:46][CH2:45]1. (9) Given the reactants [F:1][CH:2]([F:14])[O:3][C:4]1[CH:9]=[CH:8][N:7]=[C:6]([C:10](OC)=[O:11])[CH:5]=1.CC(C[AlH]CC(C)C)C.[OH-].[Na+].C([O-])(O)=O.[Na+], predict the reaction product. The product is: [F:14][CH:2]([F:1])[O:3][C:4]1[CH:9]=[CH:8][N:7]=[C:6]([CH2:10][OH:11])[CH:5]=1.